This data is from Full USPTO retrosynthesis dataset with 1.9M reactions from patents (1976-2016). The task is: Predict the reactants needed to synthesize the given product. Given the product [CH3:2][O:3][C:4]1[CH:5]=[CH:6][C:7]([CH:10]=[CH:30][CH2:31][CH2:32]/[CH:33]=[CH:34]/[CH2:35][CH2:36][CH2:37][CH2:38][CH3:39])=[CH:8][CH:9]=1, predict the reactants needed to synthesize it. The reactants are: [Br-].[CH3:2][O:3][C:4]1[CH:9]=[CH:8][C:7]([CH2:10][P+](C2C=CC=CC=2)(C2C=CC=CC=2)C2C=CC=CC=2)=[CH:6][CH:5]=1.[CH:30](=O)[CH2:31][CH2:32]/[CH:33]=[CH:34]/[CH2:35][CH2:36][CH2:37][CH2:38][CH3:39].